This data is from Forward reaction prediction with 1.9M reactions from USPTO patents (1976-2016). The task is: Predict the product of the given reaction. (1) Given the reactants [CH2:1]([O:8][CH2:9][C:10]([OH:12])=O)[C:2]1[CH:7]=[CH:6][CH:5]=[CH:4][CH:3]=1.[NH2:13][C:14]1[CH:19]=[CH:18][C:17]([C:20](=[O:22])[CH3:21])=[CH:16][CH:15]=1.CCN=C=NCCCN(C)C.Cl, predict the reaction product. The product is: [C:20]([C:17]1[CH:18]=[CH:19][C:14]([NH:13][C:10](=[O:12])[CH2:9][O:8][CH2:1][C:2]2[CH:3]=[CH:4][CH:5]=[CH:6][CH:7]=2)=[CH:15][CH:16]=1)(=[O:22])[CH3:21]. (2) The product is: [Br:14][C:15]1[C:16]([F:22])=[C:17]([C:18]([F:21])=[CH:19][CH:20]=1)[CH:11]=[O:12]. Given the reactants C([N-]C(C)C)(C)C.[Li+].C1C[O:12][CH2:11]C1.[Br:14][C:15]1[CH:20]=[CH:19][C:18]([F:21])=[CH:17][C:16]=1[F:22].CN(C=O)C, predict the reaction product. (3) The product is: [Cl:1][C:2]1[CH:7]=[CH:6][N:5]=[C:4]([C:8](=[O:21])[C:9]([C:10]2[CH:11]=[CH:12][C:13]([O:16][CH3:17])=[CH:14][CH:15]=2)=[O:18])[CH:3]=1. Given the reactants [Cl:1][C:2]1[CH:7]=[CH:6][N:5]=[C:4]([C:8]#[C:9][C:10]2[CH:15]=[CH:14][C:13]([O:16][CH3:17])=[CH:12][CH:11]=2)[CH:3]=1.[OH2:18].CS(C)=[O:21], predict the reaction product. (4) The product is: [C:34]([N:1]1[CH2:6][CH2:5][CH:4]([O:7][C:8]2[C:9]3[N:17]=[C:16]([C:18]4[CH:19]=[C:20]([NH:24][S:25]([C:28]5[CH:33]=[CH:32][CH:31]=[CH:30][CH:29]=5)(=[O:26])=[O:27])[CH:21]=[N:22][CH:23]=4)[CH:15]=[CH:14][C:10]=3[N:11]=[CH:12][N:13]=2)[CH2:3][CH2:2]1)(=[O:35])[CH3:36]. Given the reactants [NH:1]1[CH2:6][CH2:5][CH:4]([O:7][C:8]2[C:9]3[N:17]=[C:16]([C:18]4[CH:19]=[C:20]([NH:24][S:25]([C:28]5[CH:33]=[CH:32][CH:31]=[CH:30][CH:29]=5)(=[O:27])=[O:26])[CH:21]=[N:22][CH:23]=4)[CH:15]=[CH:14][C:10]=3[N:11]=[CH:12][N:13]=2)[CH2:3][CH2:2]1.[C:34](Cl)([CH3:36])=[O:35], predict the reaction product. (5) Given the reactants [OH:1][C:2]1[CH:3]=[N:4][CH:5]=[C:6]([CH:11]=1)[C:7]([O:9][CH3:10])=[O:8].[CH2:12](Br)[CH:13]([CH3:15])[CH3:14].C(=O)([O-])[O-].[K+].[K+].O, predict the reaction product. The product is: [CH2:12]([O:1][C:2]1[CH:3]=[N:4][CH:5]=[C:6]([CH:11]=1)[C:7]([O:9][CH3:10])=[O:8])[CH:13]([CH3:15])[CH3:14]. (6) Given the reactants C([O:8][C@H:9]1[C@H:14]([O:15]CC2C=CC=CC=2)[C@H:13]([O:23]CC2C=CC=CC=2)[C@@H:12]([O:31]CC2C=CC=CC=2)[O:11][C@@H:10]1[C@H:39]([OH:41])[CH3:40])C1C=CC=CC=1.C(O)(=O)C.[H][H], predict the reaction product. The product is: [OH:41][C@@H:39]([C@H:10]1[O:11][C@H:12]([OH:31])[C@@H:13]([OH:23])[C@@H:14]([OH:15])[C@@H:9]1[OH:8])[CH3:40]. (7) Given the reactants Br[C:2]1[C:3]2[N:4]([N:18]=[CH:19][N:20]=2)[CH:5]=[C:6]([C:8]2[CH:9]=[C:10]([CH:15]=[CH:16][CH:17]=2)[C:11]([O:13][CH3:14])=[O:12])[CH:7]=1.[CH3:21][O:22][C:23]1[CH:24]=[CH:25][C:26]([NH2:31])=[N:27][C:28]=1[O:29][CH3:30].CC(C1C=C(C(C)C)C(C2C=CC=CC=2P(C2CCCCC2)C2CCCCC2)=C(C(C)C)C=1)C.C([O-])([O-])=O.[Cs+].[Cs+], predict the reaction product. The product is: [CH3:21][O:22][C:23]1[CH:24]=[CH:25][C:26]([NH:31][C:2]2[C:3]3[N:4]([N:18]=[CH:19][N:20]=3)[CH:5]=[C:6]([C:8]3[CH:9]=[C:10]([CH:15]=[CH:16][CH:17]=3)[C:11]([O:13][CH3:14])=[O:12])[CH:7]=2)=[N:27][C:28]=1[O:29][CH3:30]. (8) The product is: [NH2:51][C:44]1[C:43]2[C:47](=[CH:48][CH:49]=[C:41]([C:11]3[S:12][C:13]4[C:19]([C:20]5[CH:21]=[CH:22][C:23]([Cl:26])=[CH:24][CH:25]=5)=[C:18]([C@H:27]([O:33][C:34]([CH3:36])([CH3:35])[CH3:37])[C:28]([O:30][CH2:31][CH3:32])=[O:29])[C:17]([CH3:38])=[CH:16][C:14]=4[N:15]=3)[CH:42]=2)[N:46]([CH3:50])[N:45]=1. Given the reactants NC1C2C(=CC([C:11]3[S:12][C:13]4[C:19]([C:20]5[CH:25]=[CH:24][C:23]([Cl:26])=[CH:22][CH:21]=5)=[C:18]([C@H:27]([O:33][C:34]([CH3:37])([CH3:36])[CH3:35])[C:28]([O:30][CH2:31][CH3:32])=[O:29])[C:17]([CH3:38])=[CH:16][C:14]=4[N:15]=3)=CC=2)N(C)N=1.Br[C:41]1[CH:42]=[C:43]2[C:47](=[CH:48][CH:49]=1)[N:46]([CH3:50])[N:45]=[C:44]2[NH2:51], predict the reaction product.